This data is from Choline transporter screen with 302,306 compounds. The task is: Binary Classification. Given a drug SMILES string, predict its activity (active/inactive) in a high-throughput screening assay against a specified biological target. (1) The drug is S(CCC(NC(=O)c1cc(ccc1)C)C(OCN1C(=O)c2c(C1=O)cccc2)=O)C. The result is 0 (inactive). (2) The drug is Clc1cc2sc(N(CCCN(C)C)C(=O)c3occc3)nc2cc1. The result is 0 (inactive). (3) The compound is o1c2c(c(OCOC)cc(OCOC)c2)c(=O)cc1c1ccc(OCOC)cc1. The result is 0 (inactive). (4) The drug is S(=O)(=O)(c1c(N\N=C(\C(OCC)=O)C#N)c(sc1)C(OC)=O)Cc1occc1. The result is 0 (inactive). (5) The compound is Brc1cc2c(Nc3ccc(N4CCOCC4)cc3)ncnc2cc1. The result is 0 (inactive). (6) The drug is S(=O)(=O)(CCC(=O)NCC(CCCC)CC)c1c2nonc2ccc1. The result is 0 (inactive). (7) The drug is s1sc(=S)nc1NC(=O)CC(C)C. The result is 1 (active). (8) The molecule is S(=O)(=O)(Nc1ncccn1)c1ccc(NC(=O)c2c3c(nc(c2)c2ccc(OC)cc2)cccc3)cc1. The result is 0 (inactive). (9) The drug is S(C1CCCCC1)c1cc(c2nc3n(c2NC2CCCCC2)cccc3)ccc1OC. The result is 0 (inactive).